Dataset: Forward reaction prediction with 1.9M reactions from USPTO patents (1976-2016). Task: Predict the product of the given reaction. (1) Given the reactants [C:1]([N:4]1[CH:8]([CH3:9])[CH2:7][CH2:6][CH:5]1[C:10]1[C:15](F)=[CH:14][C:13]([NH:17][C:18]([C:20]2[CH:25]=[CH:24][CH:23]=[CH:22][N:21]=2)=O)=[C:12]([N+:26]([O-])=O)[CH:11]=1)(=[O:3])[CH3:2].[CH3:29][C:30]1[N:35]=[CH:34][C:33]([OH:36])=[CH:32][CH:31]=1, predict the reaction product. The product is: [C:1]([N:4]1[CH:8]([CH3:9])[CH2:7][CH2:6][CH:5]1[C:10]1[C:15]([O:36][C:33]2[CH:34]=[N:35][C:30]([CH3:29])=[CH:31][CH:32]=2)=[CH:14][C:13]2[N:17]=[C:18]([C:20]3[CH:25]=[CH:24][CH:23]=[CH:22][N:21]=3)[NH:26][C:12]=2[CH:11]=1)(=[O:3])[CH3:2]. (2) Given the reactants [C:1]([C:3]1[CH:4]=[C:5]([C:13]2[O:17][N:16]=[C:15]([C:18]3[CH:26]=[CH:25][CH:24]=[C:23]4[C:19]=3[CH2:20][CH2:21][CH:22]4[NH:27][CH:28]3[CH2:33][CH2:32][N:31](C(OC(C)(C)C)=O)[CH2:30][CH2:29]3)[N:14]=2)[CH:6]=[CH:7][C:8]=1[O:9][CH:10]([CH3:12])[CH3:11])#[N:2], predict the reaction product. The product is: [CH:10]([O:9][C:8]1[CH:7]=[CH:6][C:5]([C:13]2[O:17][N:16]=[C:15]([C:18]3[CH:26]=[CH:25][CH:24]=[C:23]4[C:19]=3[CH2:20][CH2:21][CH:22]4[NH:27][CH:28]3[CH2:29][CH2:30][NH:31][CH2:32][CH2:33]3)[N:14]=2)=[CH:4][C:3]=1[C:1]#[N:2])([CH3:12])[CH3:11]. (3) The product is: [F:11][C:3]1[CH:4]=[C:5]([N+:8]([O-:10])=[O:9])[CH:6]=[CH:7][C:2]=1[O:20][CH2:19][CH2:18][N:15]1[CH2:16][CH2:17][O:12][CH2:13][CH2:14]1. Given the reactants F[C:2]1[CH:7]=[CH:6][C:5]([N+:8]([O-:10])=[O:9])=[CH:4][C:3]=1[F:11].[O:12]1[CH2:17][CH2:16][N:15]([CH2:18][CH2:19][OH:20])[CH2:14][CH2:13]1.C([O-])([O-])=O.[Cs+].[Cs+].O, predict the reaction product. (4) Given the reactants I[C:2]1[C:3]([CH3:10])=[C:4]([CH:7]=[CH:8][CH:9]=1)[C:5]#[N:6].[Cl:11][CH2:12][C:13](N(OC)C)=[O:14], predict the reaction product. The product is: [Cl:11][CH2:12][C:13]([C:2]1[C:3]([CH3:10])=[C:4]([CH:7]=[CH:8][CH:9]=1)[C:5]#[N:6])=[O:14]. (5) Given the reactants [CH3:1][C:2]1[CH:11]=[CH:10][C:9]2[C:4](=[CH:5][CH:6]=[C:7]([N+:12]([O-])=O)[CH:8]=2)[N:3]=1.O.O.Cl[Sn]Cl, predict the reaction product. The product is: [CH3:1][C:2]1[CH:11]=[CH:10][C:9]2[C:4](=[CH:5][CH:6]=[C:7]([NH2:12])[CH:8]=2)[N:3]=1.